This data is from Forward reaction prediction with 1.9M reactions from USPTO patents (1976-2016). The task is: Predict the product of the given reaction. (1) Given the reactants [OH-].[K+].[Br:3][C:4]1[CH:13]=[C:12]2[C:7]([C:8]([CH3:16])([CH3:15])[CH2:9][C:10](=[O:14])[NH:11]2)=[CH:6][C:5]=1[CH3:17].[CH3:18]I.O, predict the reaction product. The product is: [Br:3][C:4]1[CH:13]=[C:12]2[C:7]([C:8]([CH3:15])([CH3:16])[CH2:9][C:10](=[O:14])[N:11]2[CH3:18])=[CH:6][C:5]=1[CH3:17]. (2) Given the reactants [C:1]([O:5][C:6](=[O:22])[NH:7][C:8]1[CH:13]=[CH:12][C:11]([C:14]2[CH:19]=[CH:18][CH:17]=[CH:16][C:15]=2[F:20])=[CH:10][C:9]=1[NH2:21])([CH3:4])([CH3:3])[CH3:2].[N:23]1([C:28]2[CH:29]=[C:30]([C:34]3[O:39]C(C)(C)[O:37][C:36](=O)[CH:35]=3)[CH:31]=[CH:32][CH:33]=2)[CH:27]=[CH:26][N:25]=[CH:24]1, predict the reaction product. The product is: [C:1]([O:5][C:6](=[O:22])[NH:7][C:8]1[CH:13]=[CH:12][C:11]([C:14]2[CH:19]=[CH:18][CH:17]=[CH:16][C:15]=2[F:20])=[CH:10][C:9]=1[NH:21][C:36](=[O:37])[CH2:35][C:34]([C:30]1[CH:31]=[CH:32][CH:33]=[C:28]([N:23]2[CH:27]=[CH:26][N:25]=[CH:24]2)[CH:29]=1)=[O:39])([CH3:4])([CH3:2])[CH3:3]. (3) Given the reactants [F:8][C:7]([F:10])([F:9])[C:6](O[C:6](=[O:11])[C:7]([F:10])([F:9])[F:8])=[O:11].[I:14][C:15]1[CH:20]=[CH:19][C:18]([CH:21]2[C:30]3[C:25](=[CH:26][C:27]([O:31][CH3:32])=[CH:28][CH:29]=3)[CH2:24][CH2:23][NH:22]2)=[CH:17][CH:16]=1.CCN(CC)CC, predict the reaction product. The product is: [F:10][C:7]([F:8])([F:9])[C:6]([N:22]1[CH2:23][CH2:24][C:25]2[C:30](=[CH:29][CH:28]=[C:27]([O:31][CH3:32])[CH:26]=2)[CH:21]1[C:18]1[CH:17]=[CH:16][C:15]([I:14])=[CH:20][CH:19]=1)=[O:11]. (4) Given the reactants Cl[C:2]1[N:7]=[C:6]([NH:8][C@H:9]([C:11]2[CH:16]=[CH:15][C:14]([F:17])=[CH:13][CH:12]=2)[CH3:10])[N:5]=[C:4]([NH:18][C:19]2[CH:24]=[N:23][CH:22]=[CH:21][N:20]=2)[CH:3]=1.C1(P(C2CCCCC2)C2C=CC=CC=2C2C(OC)=CC=CC=2OC)CCCCC1.[CH3:54][N:55](C)C=O, predict the reaction product. The product is: [F:17][C:14]1[CH:15]=[CH:16][C:11]([C@@H:9]([NH:8][C:6]2[N:7]=[C:2]([C:54]#[N:55])[CH:3]=[C:4]([NH:18][C:19]3[CH:24]=[N:23][CH:22]=[CH:21][N:20]=3)[N:5]=2)[CH3:10])=[CH:12][CH:13]=1.